From a dataset of Catalyst prediction with 721,799 reactions and 888 catalyst types from USPTO. Predict which catalyst facilitates the given reaction. (1) Reactant: [F:1][C:2]1([F:22])[CH2:7][CH2:6][CH:5]([CH2:8][NH:9][C:10]([C:12]2[C:20]3[C:15](=[CH:16][CH:17]=[CH:18][C:19]=3[Cl:21])[NH:14][CH:13]=2)=[O:11])[CH2:4][CH2:3]1.O[CH:24]1[CH2:37][C:26]2([CH2:29][N:28](C(OC(C)(C)C)=O)[CH2:27]2)[CH2:25]1.C(P(=CC#N)(CCCC)CCCC)CCC. Product: [Cl:21][C:19]1[CH:18]=[CH:17][CH:16]=[C:15]2[C:20]=1[C:12]([C:10]([NH:9][CH2:8][CH:5]1[CH2:6][CH2:7][C:2]([F:1])([F:22])[CH2:3][CH2:4]1)=[O:11])=[CH:13][N:14]2[CH:24]1[CH2:37][C:26]2([CH2:29][NH:28][CH2:27]2)[CH2:25]1. The catalyst class is: 11. (2) Reactant: [CH:1]([N:4]1[C:8]([C:9]2[S:10][C:11]3[CH2:12][CH2:13][O:14][C:15]4[CH:22]=[C:21]([CH:23]5[CH2:26][N:25]([C:27]([C:29]6([NH:32]C(=O)O)[CH2:31][CH2:30]6)=[O:28])[CH2:24]5)[CH:20]=[CH:19][C:16]=4[C:17]=3[N:18]=2)=[N:7][CH:6]=[N:5]1)([CH3:3])[CH3:2].Cl.O1CCOCC1. Product: [NH2:32][C:29]1([C:27]([N:25]2[CH2:26][CH:23]([C:21]3[CH:20]=[CH:19][C:16]4[C:17]5[N:18]=[C:9]([C:8]6[N:4]([CH:1]([CH3:3])[CH3:2])[N:5]=[CH:6][N:7]=6)[S:10][C:11]=5[CH2:12][CH2:13][O:14][C:15]=4[CH:22]=3)[CH2:24]2)=[O:28])[CH2:30][CH2:31]1. The catalyst class is: 5. (3) Product: [OH:2][CH2:1][C:3]1[N:8]=[C:7]([NH:9][C:10](=[O:16])[O:11][C:12]([CH3:14])([CH3:13])[CH3:15])[CH:6]=[CH:5][CH:4]=1. Reactant: [CH:1]([C:3]1[N:8]=[C:7]([NH:9][C:10](=[O:16])[O:11][C:12]([CH3:15])([CH3:14])[CH3:13])[CH:6]=[CH:5][CH:4]=1)=[O:2].[BH4-].[Na+]. The catalyst class is: 1. (4) Reactant: [CH2:1]([O:3][C:4](=[O:21])[C:5]([C:10](=[O:20])[C:11]1[CH:16]=[C:15]([F:17])[C:14]([Cl:18])=[CH:13][C:12]=1Cl)=[CH:6]OCC)[CH3:2].[NH2:22][C:23]1[CH:28]=[CH:27][C:26]([F:29])=[CH:25][N:24]=1. Product: [CH2:1]([O:3][C:4]([C:5]1[C:10](=[O:20])[C:11]2[C:12](=[CH:13][C:14]([Cl:18])=[C:15]([F:17])[CH:16]=2)[N:22]([C:23]2[CH:28]=[CH:27][C:26]([F:29])=[CH:25][N:24]=2)[CH:6]=1)=[O:21])[CH3:2]. The catalyst class is: 8. (5) Reactant: [Cl:1][C:2]1[CH:3]=[C:4]2[C:9](=[CH:10][C:11]=1[C:12]([N:14]1[CH2:18][CH2:17][CH2:16][CH2:15]1)=[O:13])[N:8]=[CH:7][N:6]=[C:5]2[NH:19][CH:20]([C:26]1[N:30](C(OC(C)(C)C)=O)[C:29]2[CH:38]=[CH:39][C:40]([Cl:42])=[CH:41][C:28]=2[N:27]=1)[CH2:21][CH2:22][C:23]([OH:25])=O.[CH3:43][N:44]([CH2:46][CH2:47][NH2:48])[CH3:45].CN(C(ON1N=NC2C=CC=CC1=2)=[N+](C)C)C.[B-](F)(F)(F)F.FC(F)(F)C(O)=O. Product: [Cl:1][C:2]1[CH:3]=[C:4]2[C:9](=[CH:10][C:11]=1[C:12]([N:14]1[CH2:15][CH2:16][CH2:17][CH2:18]1)=[O:13])[N:8]=[CH:7][N:6]=[C:5]2[NH:19][CH:20]([C:26]1[NH:30][C:29]2[CH:38]=[CH:39][C:40]([Cl:42])=[CH:41][C:28]=2[N:27]=1)[CH2:21][CH2:22][C:23]([NH:48][CH2:47][CH2:46][N:44]([CH3:45])[CH3:43])=[O:25]. The catalyst class is: 783. (6) Reactant: [N:1]1[CH:6]=[CH:5][CH:4]=[C:3]([C:7]2[O:11][C:10]([CH:12]=O)=[CH:9][CH:8]=2)[CH:2]=1.[CH3:14][NH:15][CH3:16].Cl.C([BH3-])#N.[Na+]. Product: [CH3:14][N:15]([CH3:16])[CH2:12][C:10]1[O:11][C:7]([C:3]2[CH:2]=[N:1][CH:6]=[CH:5][CH:4]=2)=[CH:8][CH:9]=1. The catalyst class is: 71. (7) Reactant: [Cl:1][C:2]1[CH:3]=[C:4]([CH:19]=[CH:20][C:21]=1[Cl:22])[CH2:5][N:6]1[CH2:11][CH2:10][N:9]([C:12]2[CH:17]=[CH:16][CH:15]=[CH:14][C:13]=2[NH2:18])[CH2:8][CH2:7]1.[Cl:23][C:24]1[CH:32]=[CH:31][C:27]([C:28](Cl)=[O:29])=[CH:26][CH:25]=1.[CH2:33](N(CC)CC)C. Product: [Cl:23][C:24]1([CH3:33])[CH:32]=[CH:31][C:27]([C:28]([NH:18][C:13]2[CH:14]=[CH:15][CH:16]=[CH:17][C:12]=2[N:9]2[CH2:8][CH2:7][N:6]([CH2:5][C:4]3[CH:19]=[CH:20][C:21]([Cl:22])=[C:2]([Cl:1])[CH:3]=3)[CH2:11][CH2:10]2)=[O:29])=[CH:26][CH2:25]1. The catalyst class is: 4. (8) Reactant: [CH3:1][O:2][C:3]1[CH:4]=[C:5]([S:11]([N:14]2[CH2:19][CH2:18][CH2:17][CH:16]([NH:20][S:21]([C:24]3[CH:29]=[CH:28][C:27]([O:30][CH3:31])=[C:26]([O:32][CH3:33])[CH:25]=3)(=[O:23])=[O:22])[CH2:15]2)(=[O:13])=[O:12])[CH:6]=[CH:7][C:8]=1[O:9][CH3:10].Cl.Cl.N[CH:37]1CCCN[CH2:38]1.COC1C=C(S(Cl)(=O)=O)C=CC=1OC.CCN(C(C)C)C(C)C. Product: [CH3:1][O:2][C:3]1[CH:4]=[C:5]([S:11]([N:14]2[CH2:19][CH2:18][CH2:17][CH:16]([N:20]([CH2:37][CH3:38])[S:21]([C:24]3[CH:29]=[CH:28][C:27]([O:30][CH3:31])=[C:26]([O:32][CH3:33])[CH:25]=3)(=[O:23])=[O:22])[CH2:15]2)(=[O:12])=[O:13])[CH:6]=[CH:7][C:8]=1[O:9][CH3:10]. The catalyst class is: 2. (9) Product: [Br:1][C:2]1[CH:3]=[CH:4][C:5]([CH:8]2[CH2:10][CH:9]2[C:11]([N:20]2[C@@H:19]([CH3:18])[C@@H:23]([C:24]3[CH:29]=[CH:28][CH:27]=[CH:26][CH:25]=3)[O:22][C:21]2=[O:30])=[O:12])=[CH:6][CH:7]=1. The catalyst class is: 23. Reactant: [Br:1][C:2]1[CH:7]=[CH:6][C:5]([C@H:8]2[CH2:10][C@H:9]2[C:11](N2C=CN=C2)=[O:12])=[CH:4][CH:3]=1.[CH3:18][C@@H:19]1[C@H:23]([C:24]2[CH:29]=[CH:28][CH:27]=[CH:26][CH:25]=2)[O:22][C:21](=[O:30])[NH:20]1.C1CCN2C(=NCCC2)CC1.